From a dataset of Forward reaction prediction with 1.9M reactions from USPTO patents (1976-2016). Predict the product of the given reaction. (1) The product is: [CH2:20]([C:16]1[CH:17]=[C:18]2[C:13](=[CH:14][CH:15]=1)[CH2:12][C@H:11]([NH2:10])[CH2:19]2)[CH:21]([CH3:23])[CH3:22]. Given the reactants C(OC(=O)[NH:10][C@@H:11]1[CH2:19][C:18]2[C:13](=[CH:14][CH:15]=[C:16]([CH2:20][CH:21]([CH3:23])[CH3:22])[CH:17]=2)[CH2:12]1)C1C=CC=CC=1, predict the reaction product. (2) Given the reactants [CH2:1]([O:8][CH:9]([C:16]1[CH:17]=[C:18]2[C:22](=[CH:23][CH:24]=1)[N:21]([C:25]1[CH:30]=[CH:29][C:28]([F:31])=[CH:27][CH:26]=1)[N:20]=[CH:19]2)[C:10]([CH3:15])([CH3:14])[C:11](O)=[O:12])[C:2]1[CH:7]=[CH:6][CH:5]=[CH:4][CH:3]=1.[S:32]1[CH:36]=[N:35][N:34]=[C:33]1[NH2:37], predict the reaction product. The product is: [CH2:1]([O:8][CH:9]([C:16]1[CH:17]=[C:18]2[C:22](=[CH:23][CH:24]=1)[N:21]([C:25]1[CH:30]=[CH:29][C:28]([F:31])=[CH:27][CH:26]=1)[N:20]=[CH:19]2)[C:10]([CH3:14])([CH3:15])[C:11]([NH:37][C:33]1[S:32][CH:36]=[N:35][N:34]=1)=[O:12])[C:2]1[CH:3]=[CH:4][CH:5]=[CH:6][CH:7]=1.